From a dataset of NCI-60 drug combinations with 297,098 pairs across 59 cell lines. Regression. Given two drug SMILES strings and cell line genomic features, predict the synergy score measuring deviation from expected non-interaction effect. (1) Drug 1: CCCCC(=O)OCC(=O)C1(CC(C2=C(C1)C(=C3C(=C2O)C(=O)C4=C(C3=O)C=CC=C4OC)O)OC5CC(C(C(O5)C)O)NC(=O)C(F)(F)F)O. Drug 2: C1=NC(=NC(=O)N1C2C(C(C(O2)CO)O)O)N. Cell line: K-562. Synergy scores: CSS=72.8, Synergy_ZIP=-10.9, Synergy_Bliss=-13.0, Synergy_Loewe=-9.85, Synergy_HSA=-6.91. (2) Drug 1: COC1=C(C=C2C(=C1)N=CN=C2NC3=CC(=C(C=C3)F)Cl)OCCCN4CCOCC4. Drug 2: C1=CC(=CC=C1CCC2=CNC3=C2C(=O)NC(=N3)N)C(=O)NC(CCC(=O)O)C(=O)O. Cell line: UACC62. Synergy scores: CSS=26.2, Synergy_ZIP=-6.79, Synergy_Bliss=-2.83, Synergy_Loewe=0.239, Synergy_HSA=0.751. (3) Drug 1: CN(CCCl)CCCl.Cl. Drug 2: CC1C(C(CC(O1)OC2CC(CC3=C2C(=C4C(=C3O)C(=O)C5=CC=CC=C5C4=O)O)(C(=O)C)O)N)O. Cell line: K-562. Synergy scores: CSS=31.7, Synergy_ZIP=-4.28, Synergy_Bliss=-2.91, Synergy_Loewe=-10.5, Synergy_HSA=0.452. (4) Drug 1: C1=CC(=CC=C1CCCC(=O)O)N(CCCl)CCCl. Synergy scores: CSS=40.1, Synergy_ZIP=3.84, Synergy_Bliss=-3.70, Synergy_Loewe=-7.03, Synergy_HSA=-2.35. Cell line: CAKI-1. Drug 2: CC12CCC3C(C1CCC2OP(=O)(O)O)CCC4=C3C=CC(=C4)OC(=O)N(CCCl)CCCl.[Na+]. (5) Drug 1: CS(=O)(=O)C1=CC(=C(C=C1)C(=O)NC2=CC(=C(C=C2)Cl)C3=CC=CC=N3)Cl. Drug 2: C(CCl)NC(=O)N(CCCl)N=O. Cell line: SW-620. Synergy scores: CSS=2.21, Synergy_ZIP=-0.0646, Synergy_Bliss=3.02, Synergy_Loewe=-3.58, Synergy_HSA=0.341. (6) Drug 1: CCC1(CC2CC(C3=C(CCN(C2)C1)C4=CC=CC=C4N3)(C5=C(C=C6C(=C5)C78CCN9C7C(C=CC9)(C(C(C8N6C=O)(C(=O)OC)O)OC(=O)C)CC)OC)C(=O)OC)O.OS(=O)(=O)O. Drug 2: C(CC(=O)O)C(=O)CN.Cl. Cell line: HCC-2998. Synergy scores: CSS=18.9, Synergy_ZIP=-4.67, Synergy_Bliss=-2.76, Synergy_Loewe=3.06, Synergy_HSA=1.83. (7) Drug 1: CC1=C2C(C(=O)C3(C(CC4C(C3C(C(C2(C)C)(CC1OC(=O)C(C(C5=CC=CC=C5)NC(=O)OC(C)(C)C)O)O)OC(=O)C6=CC=CC=C6)(CO4)OC(=O)C)OC)C)OC. Drug 2: CS(=O)(=O)CCNCC1=CC=C(O1)C2=CC3=C(C=C2)N=CN=C3NC4=CC(=C(C=C4)OCC5=CC(=CC=C5)F)Cl. Cell line: SF-295. Synergy scores: CSS=47.3, Synergy_ZIP=7.42, Synergy_Bliss=6.32, Synergy_Loewe=-29.8, Synergy_HSA=6.63.